This data is from Peptide-MHC class I binding affinity with 185,985 pairs from IEDB/IMGT. The task is: Regression. Given a peptide amino acid sequence and an MHC pseudo amino acid sequence, predict their binding affinity value. This is MHC class I binding data. (1) The peptide sequence is FAYKTGSSM. The MHC is HLA-A68:23 with pseudo-sequence HLA-A68:23. The binding affinity (normalized) is 0.635. (2) The peptide sequence is RPMLARLTV. The MHC is HLA-B45:06 with pseudo-sequence HLA-B45:06. The binding affinity (normalized) is 0.213.